Dataset: Peptide-MHC class II binding affinity with 134,281 pairs from IEDB. Task: Regression. Given a peptide amino acid sequence and an MHC pseudo amino acid sequence, predict their binding affinity value. This is MHC class II binding data. The peptide sequence is EKKYFAATQFEPLAW. The MHC is HLA-DQA10501-DQB10201 with pseudo-sequence HLA-DQA10501-DQB10201. The binding affinity (normalized) is 0.473.